The task is: Predict the product of the given reaction.. This data is from Forward reaction prediction with 1.9M reactions from USPTO patents (1976-2016). (1) Given the reactants Cl[CH2:2][C:3]([NH:5][C@H:6]([C:9]1[CH:14]=[C:13]([F:15])[CH:12]=[C:11]([F:16])[CH:10]=1)[CH2:7][OH:8])=[O:4].[H-].[Na+].[NH4+].[Cl-], predict the reaction product. The product is: [F:16][C:11]1[CH:10]=[C:9]([C@H:6]2[NH:5][C:3](=[O:4])[CH2:2][O:8][CH2:7]2)[CH:14]=[C:13]([F:15])[CH:12]=1. (2) Given the reactants [Br:1][C:2]1[CH:7]=[C:6]([F:8])[CH:5]=[CH:4][C:3]=1[C@H:9]1[C:14]([C:15]([O:17][CH2:18][CH3:19])=[O:16])=[C:13]([CH3:20])[NH:12][C:11]([C:21]2[S:22][CH:23]=[CH:24][N:25]=2)=[N:10]1.C1C(=O)N([Br:33])C(=O)C1, predict the reaction product. The product is: [Br:1][C:2]1[CH:7]=[C:6]([F:8])[CH:5]=[CH:4][C:3]=1[C@H:9]1[C:14]([C:15]([O:17][CH2:18][CH3:19])=[O:16])=[C:13]([CH2:20][Br:33])[NH:12][C:11]([C:21]2[S:22][CH:23]=[CH:24][N:25]=2)=[N:10]1. (3) Given the reactants [Cl:1][C:2]1[CH:3]=[C:4]([C:14]2[N:23]=[CH:22][C:21]3[CH2:20][CH2:19][CH2:18][C:17](=[O:24])[C:16]=3[N:15]=2)[CH:5]=[CH:6][C:7]=1[N:8]1[CH2:13][CH2:12][O:11][CH2:10][CH2:9]1.[Br:25]Br.C([O-])(O)=O.[Na+], predict the reaction product. The product is: [Br:25][CH:18]1[C:17](=[O:24])[C:16]2[N:15]=[C:14]([C:4]3[CH:5]=[CH:6][C:7]([N:8]4[CH2:13][CH2:12][O:11][CH2:10][CH2:9]4)=[C:2]([Cl:1])[CH:3]=3)[N:23]=[CH:22][C:21]=2[CH2:20][CH2:19]1. (4) Given the reactants [CH3:1][N:2]([C@H:13]1[CH2:17][CH2:16][NH:15][CH2:14]1)[C:3](=[O:12])[O:4][CH2:5][C:6]1[CH:11]=[CH:10][CH:9]=[CH:8][CH:7]=1.C(OC(N([C@@H]1CCN(C(OC(C)(C)C)=O)C1)C)=O)C1C=CC=CC=1, predict the reaction product. The product is: [CH3:1][N:2]([C@@H:13]1[CH2:17][CH2:16][NH:15][CH2:14]1)[C:3](=[O:12])[O:4][CH2:5][C:6]1[CH:11]=[CH:10][CH:9]=[CH:8][CH:7]=1. (5) Given the reactants C([O:3][C:4](=O)[CH2:5][C:6]1(O)[C:14]2[C:9](=[CH:10][CH:11]=[C:12]([F:15])[CH:13]=2)[NH:8][C:7]1=O)C.C(OCC)(=O)C.O, predict the reaction product. The product is: [F:15][C:12]1[CH:13]=[C:14]2[C:9](=[CH:10][CH:11]=1)[NH:8][CH:7]=[C:6]2[CH2:5][CH2:4][OH:3]. (6) Given the reactants S([O:6][CH3:7])(OC)(=O)=O.[Br:8][C:9]1[C:10](O)=[C:11]([C:17]([CH3:20])=[CH:18][CH:19]=1)[C:12]([O:14][CH2:15][CH3:16])=[O:13].C(=O)([O-])[O-].[K+].[K+], predict the reaction product. The product is: [Br:8][C:9]1[C:10]([O:6][CH3:7])=[C:11]([C:17]([CH3:20])=[CH:18][CH:19]=1)[C:12]([O:14][CH2:15][CH3:16])=[O:13]. (7) Given the reactants [CH3:1][NH:2][CH:3]1[CH2:7][CH2:6][N:5]([CH2:8][C:9]2C=CC=CC=2)[CH2:4]1.CC([O:19]C(OC(OC(C)(C)C)=O)=O)(C)C.C(Cl)(C)=O.CCN(C(C)C)C(C)C.C(C(O)=O)(F)(F)F, predict the reaction product. The product is: [CH3:1][NH:2][CH:3]1[CH2:7][CH2:6][N:5]([C:8](=[O:19])[CH3:9])[CH2:4]1. (8) The product is: [ClH:1].[Cl:1][C:2]1[CH:3]=[C:4]([CH:9]2[O:15][CH2:14][CH2:13][NH:12][CH2:11][CH:10]2[CH2:23][S:24]([CH3:27])(=[O:26])=[O:25])[CH:5]=[CH:6][C:7]=1[Cl:8]. Given the reactants [Cl:1][C:2]1[CH:3]=[C:4]([CH:9]2[O:15][CH2:14][CH2:13][N:12](C(OC(C)(C)C)=O)[CH2:11][CH:10]2[CH2:23][S:24]([CH3:27])(=[O:26])=[O:25])[CH:5]=[CH:6][C:7]=1[Cl:8].C(OCC)(=O)C.Cl, predict the reaction product.